This data is from Reaction yield outcomes from USPTO patents with 853,638 reactions. The task is: Predict the reaction yield, written as a fraction of the theoretical maximum amount of product (1.0 means a 100% yield; for example, 0.34 means a 34% yield). The reactants are [CH:1]1[N:9]2[C:4]([C:5]3([CH2:18][CH2:17][N:16]([C:19]([O:21][C:22]([CH3:25])([CH3:24])[CH3:23])=[O:20])[CH2:15][CH2:14]3)[O:6][C:7]3[CH:13]=[CH:12][CH:11]=[CH:10][C:8]=32)=[CH:3][CH:2]=1.[F:26][C:27]([F:42])([F:41])[S+]1C2C=CC=CC=2C2C=CC=CC1=2.[F:26][C:27]([F:42])([F:41])S([O-])(=O)=O.C([O-])([O-])=O.[K+].[K+]. The catalyst is CN(C)C=O. The product is [F:26][C:27]([F:42])([F:41])[C:1]1[N:9]2[C:8]3[CH:10]=[CH:11][CH:12]=[CH:13][C:7]=3[O:6][C:5]3([CH2:18][CH2:17][N:16]([C:19]([O:21][C:22]([CH3:25])([CH3:24])[CH3:23])=[O:20])[CH2:15][CH2:14]3)[C:4]2=[CH:3][CH:2]=1. The yield is 0.480.